Regression/Classification. Given a drug SMILES string, predict its absorption, distribution, metabolism, or excretion properties. Task type varies by dataset: regression for continuous measurements (e.g., permeability, clearance, half-life) or binary classification for categorical outcomes (e.g., BBB penetration, CYP inhibition). For this dataset (caco2_wang), we predict Y. From a dataset of Caco-2 cell permeability data measuring drug intestinal absorption for ~900 compounds. (1) The molecule is O=C1NCC2(CCCNC2)c2[nH]c(-c3ccnc(-c4cc5ccccc5o4)n3)cc21. The Y is -5.82 log Papp (cm/s). (2) The compound is CC1=C(C(=O)O)N2C(=O)[C@@H](NC(=O)[C@@H](N)C3=CCC=CC3)[C@H]2SC1. The Y is -5.69 log Papp (cm/s). (3) The compound is COCCOCCOC(=O)[C@H](Cc1ccc(OC(=O)N(C)C)cc1)NC(=O)[C@H]1N(S(=O)(=O)c2cnn(C)c2)CSC1(C)C. The Y is -5.69 log Papp (cm/s). (4) The compound is COc1cc([C@@H]2c3cc4c(cc3[C@@H](OC3OC5COC(c6cccs6)OC5C(O)C3O)[C@H]3COC(=O)[C@H]23)OCO4)cc(OC)c1O. The Y is -6.05 log Papp (cm/s). (5) The compound is Cc1ccc(-c2nc3ccc(C)cn3c2CC(=O)N(C)C)cc1. The Y is -4.50 log Papp (cm/s). (6) The drug is CN1CCN(C2=Nc3cc(Cl)ccc3Nc3ccccc32)CC1. The Y is -4.51 log Papp (cm/s). (7) The molecule is N=C(NO)c1cccc(CC(CC(=O)N2CCC(C(=O)O)CC2)NS(=O)(=O)c2ccc3ccccc3c2)c1. The Y is -7.37 log Papp (cm/s). (8) The drug is CN1C(=O)CC(N2CCCN(CCCN3c4ccccc4CCc4ccc(C(C)(C)C(=O)O)cc43)CC2)N(C)C1=O. The Y is -5.25 log Papp (cm/s).